This data is from Full USPTO retrosynthesis dataset with 1.9M reactions from patents (1976-2016). The task is: Predict the reactants needed to synthesize the given product. Given the product [F:1][C:2]1[CH:3]=[C:4]([CH:5]=[CH:6][C:7]=1[O:8][C:9]1[CH:10]=[N:11][C:12]([C:15]([F:16])([F:17])[F:18])=[CH:13][CH:14]=1)[CH2:19][O:20][C:22]1[CH:33]=[C:26]2[N:27]([CH3:32])[C@H:28]([CH3:31])[CH2:29][CH2:30][N:25]2[C:24](=[O:34])[N:23]=1, predict the reactants needed to synthesize it. The reactants are: [F:1][C:2]1[CH:3]=[C:4]([CH2:19][OH:20])[CH:5]=[CH:6][C:7]=1[O:8][C:9]1[CH:10]=[N:11][C:12]([C:15]([F:18])([F:17])[F:16])=[CH:13][CH:14]=1.Cl[C:22]1[CH:33]=[C:26]2[N:27]([CH3:32])[C@H:28]([CH3:31])[CH2:29][CH2:30][N:25]2[C:24](=[O:34])[N:23]=1.